This data is from NCI-60 drug combinations with 297,098 pairs across 59 cell lines. The task is: Regression. Given two drug SMILES strings and cell line genomic features, predict the synergy score measuring deviation from expected non-interaction effect. Drug 1: C1C(C(OC1N2C=NC3=C(N=C(N=C32)Cl)N)CO)O. Drug 2: CC1=C(C(CCC1)(C)C)C=CC(=CC=CC(=CC(=O)O)C)C. Cell line: NCIH23. Synergy scores: CSS=29.7, Synergy_ZIP=-2.15, Synergy_Bliss=1.84, Synergy_Loewe=-27.0, Synergy_HSA=0.639.